From a dataset of NCI-60 drug combinations with 297,098 pairs across 59 cell lines. Regression. Given two drug SMILES strings and cell line genomic features, predict the synergy score measuring deviation from expected non-interaction effect. (1) Drug 1: CN1C(=O)N2C=NC(=C2N=N1)C(=O)N. Drug 2: C1CN(P(=O)(OC1)NCCCl)CCCl. Cell line: EKVX. Synergy scores: CSS=-2.37, Synergy_ZIP=0.577, Synergy_Bliss=-1.69, Synergy_Loewe=-2.10, Synergy_HSA=-2.09. (2) Drug 1: CC(C)(C#N)C1=CC(=CC(=C1)CN2C=NC=N2)C(C)(C)C#N. Drug 2: C1CCC(C(C1)N)N.C(=O)(C(=O)[O-])[O-].[Pt+4]. Cell line: ACHN. Synergy scores: CSS=9.48, Synergy_ZIP=-6.38, Synergy_Bliss=-2.97, Synergy_Loewe=-5.85, Synergy_HSA=-6.05. (3) Synergy scores: CSS=6.33, Synergy_ZIP=-4.87, Synergy_Bliss=-3.86, Synergy_Loewe=-9.58, Synergy_HSA=-6.94. Drug 2: CC(C1=C(C=CC(=C1Cl)F)Cl)OC2=C(N=CC(=C2)C3=CN(N=C3)C4CCNCC4)N. Cell line: MDA-MB-435. Drug 1: CC1C(C(CC(O1)OC2CC(CC3=C2C(=C4C(=C3O)C(=O)C5=C(C4=O)C(=CC=C5)OC)O)(C(=O)C)O)N)O.Cl.